Task: Predict the product of the given reaction.. Dataset: Forward reaction prediction with 1.9M reactions from USPTO patents (1976-2016) (1) Given the reactants [F:1][C:2]1[CH:3]=[CH:4][CH:5]=[C:6]2[C:10]=1[NH:9][C:8]([C:11]([OH:13])=O)=[CH:7]2.[F:14][C:15]1[CH:20]=[CH:19][C:18]([C:21]2[O:22][C:23]3[CH:33]=[C:32]([N:34]([CH3:39])[S:35]([CH3:38])(=[O:37])=[O:36])[C:31]([C@@H:40]4[CH2:45][CH2:44][CH2:43][NH:42][CH2:41]4)=[CH:30][C:24]=3[C:25]=2[C:26]([NH:28][CH3:29])=[O:27])=[CH:17][CH:16]=1.C(N(CC)C(C)C)(C)C.C(P1(=O)OP(=O)(CCC)OP(=O)(CCC)O1)CC, predict the reaction product. The product is: [F:1][C:2]1[CH:3]=[CH:4][CH:5]=[C:6]2[C:10]=1[NH:9][C:8]([C:11]([N:42]1[CH2:43][CH2:44][CH2:45][C@@H:40]([C:31]3[C:32]([N:34]([CH3:39])[S:35]([CH3:38])(=[O:36])=[O:37])=[CH:33][C:23]4[O:22][C:21]([C:18]5[CH:17]=[CH:16][C:15]([F:14])=[CH:20][CH:19]=5)=[C:25]([C:26]([NH:28][CH3:29])=[O:27])[C:24]=4[CH:30]=3)[CH2:41]1)=[O:13])=[CH:7]2. (2) Given the reactants [C:1]([C:5]1[CH:6]=[C:7]([C:15]2[N:19]([C:20]3[CH:25]=[CH:24][C:23]([NH:26][S:27]([CH3:30])(=[O:29])=[O:28])=[CH:22][CH:21]=3)[N:18]=[C:17]([C:31]3[CH:40]=[CH:39][C:34]([C:35]([O:37]C)=[O:36])=[CH:33][CH:32]=3)[CH:16]=2)[CH:8]=[C:9]([C:11]([CH3:14])([CH3:13])[CH3:12])[CH:10]=1)([CH3:4])([CH3:3])[CH3:2].[Li+].[OH-], predict the reaction product. The product is: [C:1]([C:5]1[CH:6]=[C:7]([C:15]2[N:19]([C:20]3[CH:25]=[CH:24][C:23]([NH:26][S:27]([CH3:30])(=[O:29])=[O:28])=[CH:22][CH:21]=3)[N:18]=[C:17]([C:31]3[CH:40]=[CH:39][C:34]([C:35]([OH:37])=[O:36])=[CH:33][CH:32]=3)[CH:16]=2)[CH:8]=[C:9]([C:11]([CH3:14])([CH3:13])[CH3:12])[CH:10]=1)([CH3:2])([CH3:3])[CH3:4]. (3) Given the reactants [N+:1]([O-:4])(O)=[O:2].[F:5][C:6]1[CH:7]=[C:8]([CH2:12][C:13]([OH:15])=[O:14])[CH:9]=[CH:10][CH:11]=1.OS(O)(=O)=O, predict the reaction product. The product is: [F:5][C:6]1[CH:7]=[C:8]([CH2:12][C:13]([OH:15])=[O:14])[CH:9]=[CH:10][C:11]=1[N+:1]([O-:4])=[O:2]. (4) Given the reactants I[C:2]1[CH:7]=[CH:6][C:5]([CH2:8][C:9]([O:11][CH2:12][CH3:13])=[O:10])=[CH:4][CH:3]=1.[Br:14][C:15]1[CH:20]=[CH:19][C:18](B(O)O)=[CH:17][CH:16]=1, predict the reaction product. The product is: [Br:14][C:15]1[CH:20]=[CH:19][C:18]([C:2]2[CH:7]=[CH:6][C:5]([CH2:8][C:9]([O:11][CH2:12][CH3:13])=[O:10])=[CH:4][CH:3]=2)=[CH:17][CH:16]=1. (5) The product is: [CH2:6]([C@H:5]([NH:13][C:14](=[O:22])[O:15][CH2:16][C:17]1[S:21][CH:20]=[N:19][CH:18]=1)[C@@H:4]([OH:23])[CH2:3][C@@H:2]([NH:1][C:36]([NH:35][C:31]([CH3:34])([CH3:33])[CH3:32])=[O:37])[CH2:24][C:25]1[CH:26]=[CH:27][CH:28]=[CH:29][CH:30]=1)[C:7]1[CH:12]=[CH:11][CH:10]=[CH:9][CH:8]=1. Given the reactants [NH2:1][C@@H:2]([CH2:24][C:25]1[CH:30]=[CH:29][CH:28]=[CH:27][CH:26]=1)[CH2:3][C@H:4]([OH:23])[C@@H:5]([NH:13][C:14](=[O:22])[O:15][CH2:16][C:17]1[S:21][CH:20]=[N:19][CH:18]=1)[CH2:6][C:7]1[CH:12]=[CH:11][CH:10]=[CH:9][CH:8]=1.[C:31]([N:35]=[C:36]=[O:37])([CH3:34])([CH3:33])[CH3:32], predict the reaction product. (6) Given the reactants C[O:2][C:3]1(OC)[CH2:8][CH2:7][N:6]([C:9]([O:11][C:12]([CH3:15])([CH3:14])[CH3:13])=[O:10])[CH2:5]/[C:4]/1=[N:16]\[O:17][CH3:18].C([O-])(O)=O.[Na+], predict the reaction product. The product is: [CH3:18][O:17]/[N:16]=[C:4]1\[CH2:5][N:6]([C:9]([O:11][C:12]([CH3:15])([CH3:14])[CH3:13])=[O:10])[CH2:7][CH2:8][C:3]\1=[O:2]. (7) The product is: [O:57]=[S:56]1(=[O:60])[C:20]2[CH:21]=[CH:22][CH:23]=[CH:18][C:19]=2[C:15]2[CH:14]=[C:13]([NH:12][C:39](=[O:41])[CH2:38][CH:37]([CH3:36])[C:42]3[CH:47]=[CH:46][N:45]=[CH:44][CH:43]=3)[CH:25]=[CH:24][C:16]1=2. Given the reactants CCN=C=NCCCN(C)C.[NH2:12][C:13]1[CH:25]=[CH:24][C:16]2S[C:18]3[CH:23]=[CH:22][CH:21]=[CH:20][C:19]=3[C:15]=2[CH:14]=1.ON1C2C=CC=CC=2N=N1.[CH3:36][CH:37]([C:42]1[CH:47]=[CH:46][N:45]=[CH:44][CH:43]=1)[CH2:38][C:39]([OH:41])=O.OO.C(=O)([O-])[O-].[K+].[K+].[S:56](=[O:60])(=O)(O)[OH:57], predict the reaction product. (8) Given the reactants [NH2:1][CH:2]([CH:4]1[CH2:13][C@@H:12]([C:14]2[CH:19]=[CH:18][C:17]([Cl:20])=[C:16]([Cl:21])[CH:15]=2)[C:11]2[C:6](=[CH:7][CH:8]=[CH:9][CH:10]=2)[CH:5]1O)[CH3:3].C(O)(C(F)(F)F)=O, predict the reaction product. The product is: [Cl:21][C:16]1[CH:15]=[C:14]([C@H:12]2[C:11]3[C:6](=[CH:7][CH:8]=[CH:9][CH:10]=3)[CH:5]=[C:4]([CH:2]([NH2:1])[CH3:3])[CH2:13]2)[CH:19]=[CH:18][C:17]=1[Cl:20]. (9) Given the reactants [CH2:1]([O:3][C:4]([CH2:6][CH:7]([CH2:11][CH:12]([CH3:14])[CH3:13])[C:8]([OH:10])=O)=[O:5])[CH3:2].[CH3:15][C:16]1[CH:17]=[C:18]([C:22]2[CH:27]=[CH:26][C:25]([CH2:28][CH2:29][NH2:30])=[CH:24][CH:23]=2)[CH:19]=[CH:20][CH:21]=1.CCN=C=NCCCN(C)C.Cl.C1C=CC2N(O)N=NC=2C=1.CCN(C(C)C)C(C)C, predict the reaction product. The product is: [CH3:13][CH:12]([CH3:14])[CH2:11][CH:7]([C:8](=[O:10])[NH:30][CH2:29][CH2:28][C:25]1[CH:24]=[CH:23][C:22]([C:18]2[CH:19]=[CH:20][CH:21]=[C:16]([CH3:15])[CH:17]=2)=[CH:27][CH:26]=1)[CH2:6][C:4]([O:3][CH2:1][CH3:2])=[O:5]. (10) Given the reactants [OH:1][CH2:2][CH2:3][N:4]1[CH2:9][CH2:8][N:7]([C:10]2[N:11]([C:21]3[CH:26]=[CH:25][CH:24]=[CH:23][CH:22]=3)[C:12]3[C:17]([C:18]=2[CH:19]=[O:20])=[CH:16][CH:15]=[CH:14][CH:13]=3)[CH2:6][CH2:5]1.[P:27](Cl)([O:32][CH2:33][CH3:34])([O:29][CH2:30][CH3:31])=[O:28], predict the reaction product. The product is: [CH:19]([C:18]1[C:17]2[C:12](=[CH:13][CH:14]=[CH:15][CH:16]=2)[N:11]([C:21]2[CH:26]=[CH:25][CH:24]=[CH:23][CH:22]=2)[C:10]=1[N:7]1[CH2:6][CH2:5][N:4]([CH2:3][CH2:2][O:1][P:27](=[O:28])([O:32][CH2:33][CH3:34])[O:29][CH2:30][CH3:31])[CH2:9][CH2:8]1)=[O:20].